This data is from Oral bioavailability binary classification data from Ma et al.. The task is: Regression/Classification. Given a drug SMILES string, predict its absorption, distribution, metabolism, or excretion properties. Task type varies by dataset: regression for continuous measurements (e.g., permeability, clearance, half-life) or binary classification for categorical outcomes (e.g., BBB penetration, CYP inhibition). Dataset: bioavailability_ma. (1) The molecule is S=c1nc[nH]c2nc[nH]c12. The result is 0 (low bioavailability). (2) The drug is CCO. The result is 1 (high bioavailability).